This data is from Forward reaction prediction with 1.9M reactions from USPTO patents (1976-2016). The task is: Predict the product of the given reaction. (1) Given the reactants [F:1][C:2]([F:11])([F:10])C1C=CN=C(S)C=1.[C:12]([O-:15])([O-])=[O:13].[K+].[K+].CN(C=[O:22])C, predict the reaction product. The product is: [C:12]([OH:15])([C:2]([F:11])([F:10])[F:1])=[O:13].[OH2:22].[C:12]([OH:15])([C:2]([F:11])([F:10])[F:1])=[O:13]. (2) Given the reactants Br[CH2:2][C:3]1[CH:8]=[CH:7][C:6]([CH2:9][CH2:10][OH:11])=[CH:5][CH:4]=1.C(=O)([O-])[O-].[K+].[K+].[CH3:18][NH:19][CH2:20][C:21]1[CH:26]=[CH:25][CH:24]=[CH:23][CH:22]=1, predict the reaction product. The product is: [CH2:20]([N:19]([CH2:2][C:3]1[CH:8]=[CH:7][C:6]([CH2:9][CH2:10][OH:11])=[CH:5][CH:4]=1)[CH3:18])[C:21]1[CH:26]=[CH:25][CH:24]=[CH:23][CH:22]=1.